The task is: Predict the product of the given reaction.. This data is from Forward reaction prediction with 1.9M reactions from USPTO patents (1976-2016). (1) Given the reactants FC(F)(F)S(O[C:7]1[CH:16]=[C:15]2[C:10]([CH:11]=[CH:12][C:13]([O:17][CH:18]([CH2:23][CH3:24])[C:19]([O:21][CH3:22])=[O:20])=[CH:14]2)=[CH:9][CH:8]=1)(=O)=O.C(N(CC)CC)C.[C:34]([Si:36]([CH3:39])([CH3:38])[CH3:37])#[CH:35], predict the reaction product. The product is: [CH3:37][Si:36]([CH3:39])([CH3:38])[C:34]#[C:35][C:7]1[CH:16]=[C:15]2[C:10]([CH:11]=[CH:12][C:13]([O:17][CH:18]([CH2:23][CH3:24])[C:19]([O:21][CH3:22])=[O:20])=[CH:14]2)=[CH:9][CH:8]=1. (2) Given the reactants [CH3:1][C:2]1[CH:7]=[CH:6][C:5]([NH:8][C:9](=[O:20])[C:10]2[CH:15]=[CH:14][CH:13]=[C:12]([C:16]([F:19])([F:18])[F:17])[CH:11]=2)=[CH:4][C:3]=1B1OC(C)(C)C(C)(C)O1.Br[C:31]1[CH:32]=[C:33]2[C:38](=[CH:39][CH:40]=1)[N:37]=[CH:36][N:35]=[CH:34]2.C(=O)([O-])[O-].[Na+].[Na+].C1(P(C2C=CC=CC=2)C2C=CC=CC=2)C=CC=CC=1, predict the reaction product. The product is: [CH3:1][C:2]1[CH:7]=[CH:6][C:5]([NH:8][C:9](=[O:20])[C:10]2[CH:15]=[CH:14][CH:13]=[C:12]([C:16]([F:18])([F:19])[F:17])[CH:11]=2)=[CH:4][C:3]=1[C:31]1[CH:32]=[C:33]2[C:38](=[CH:39][CH:40]=1)[N:37]=[CH:36][N:35]=[CH:34]2. (3) The product is: [Cl:19][C:18]1[C:13]([S:1][C:2]2[S:3][C:4]3[CH:10]=[CH:9][C:8]([CH3:11])=[CH:7][C:5]=3[N:6]=2)=[C:14]([C:23](=[O:25])[CH3:24])[CH:15]=[C:16]([N+:20]([O-:22])=[O:21])[CH:17]=1. Given the reactants [SH:1][C:2]1[S:3][C:4]2[CH:10]=[CH:9][C:8]([CH3:11])=[CH:7][C:5]=2[N:6]=1.Cl[C:13]1[C:18]([Cl:19])=[CH:17][C:16]([N+:20]([O-:22])=[O:21])=[CH:15][C:14]=1[C:23](=[O:25])[CH3:24].[H-].[Na+], predict the reaction product. (4) The product is: [CH2:25]([N:17]1[C:18]([C:20]([O:22][CH3:23])=[O:21])=[CH:19][C:15]([O:14][CH2:13][C:4]2[CH:5]=[CH:6][C:7]3[C:12](=[CH:11][CH:10]=[CH:9][CH:8]=3)[N:3]=2)=[N:16]1)[CH2:26][CH3:27]. Given the reactants [H-].[Na+].[N:3]1[C:12]2[C:7](=[CH:8][CH:9]=[CH:10][CH:11]=2)[CH:6]=[CH:5][C:4]=1[CH2:13][O:14][C:15]1[CH:19]=[C:18]([C:20]([O:22][CH3:23])=[O:21])[NH:17][N:16]=1.I[CH2:25][CH2:26][CH3:27].O, predict the reaction product. (5) Given the reactants [F:1][C:2]1[CH:7]=[CH:6][C:5]([N+:8]([O-])=O)=[CH:4][C:3]=1[N:11]1[CH2:16][CH2:15][O:14][CH2:13][CH2:12]1.C(O)C.O.O.[Sn](Cl)Cl, predict the reaction product. The product is: [F:1][C:2]1[CH:7]=[CH:6][C:5]([NH2:8])=[CH:4][C:3]=1[N:11]1[CH2:12][CH2:13][O:14][CH2:15][CH2:16]1.